Predict which catalyst facilitates the given reaction. From a dataset of Catalyst prediction with 721,799 reactions and 888 catalyst types from USPTO. (1) Reactant: [Cl:1][C:2]1[C:3]([O:12][C:13]2[CH:18]=[C:17]([O:19][CH2:20][CH2:21][O:22][CH3:23])[CH:16]=[CH:15][C:14]=2[CH2:24][OH:25])=[N:4][CH:5]=[C:6]([C:8]([F:11])([F:10])[F:9])[CH:7]=1.[CH2:26]([N:32]([CH3:37])[S:33]([NH2:36])(=[O:35])=[O:34])[CH2:27][CH2:28][CH2:29][CH2:30][CH3:31].N12CCCN=C1CCCCC2.Cl.CN(C)[CH:52]=[O:53]. Product: [CH2:26]([N:32]([CH3:37])[S:33]([NH:36][C:52](=[O:53])[O:25][CH2:24][C:14]1[CH:15]=[CH:16][C:17]([O:19][CH2:20][CH2:21][O:22][CH3:23])=[CH:18][C:13]=1[O:12][C:3]1[C:2]([Cl:1])=[CH:7][C:6]([C:8]([F:9])([F:11])[F:10])=[CH:5][N:4]=1)(=[O:35])=[O:34])[CH2:27][CH2:28][CH2:29][CH2:30][CH3:31]. The catalyst class is: 13. (2) Reactant: C(OC(=O)[NH:7][C@@H:8]1[CH2:13][CH2:12][CH2:11][C:10]([F:15])([F:14])[C@@H:9]1[NH:16][C:17]([C:19]1[S:20][C:21]([CH2:39][CH3:40])=[C:22]([C:24]2[CH:25]=[N:26][N:27]3[CH:32]=[C:31]([O:33][CH2:34][C:35]([F:38])([F:37])[F:36])[CH:30]=[N:29][C:28]=23)[CH:23]=1)=[O:18])(C)(C)C.FC(F)(F)C(O)=O. The catalyst class is: 4. Product: [NH2:7][C@H:8]1[C@@H:9]([NH:16][C:17]([C:19]2[S:20][C:21]([CH2:39][CH3:40])=[C:22]([C:24]3[CH:25]=[N:26][N:27]4[CH:32]=[C:31]([O:33][CH2:34][C:35]([F:38])([F:37])[F:36])[CH:30]=[N:29][C:28]=34)[CH:23]=2)=[O:18])[C:10]([F:14])([F:15])[CH2:11][CH2:12][CH2:13]1. (3) Product: [Cl:3][C:4]1[CH:16]=[CH:15][C:14]([CH2:17][CH2:18][O:19][CH3:21])=[CH:13][C:5]=1[C:6]([O:8][C:9]([CH3:12])([CH3:11])[CH3:10])=[O:7]. Reactant: [H-].[Na+].[Cl:3][C:4]1[CH:16]=[CH:15][C:14]([CH2:17][CH2:18][OH:19])=[CH:13][C:5]=1[C:6]([O:8][C:9]([CH3:12])([CH3:11])[CH3:10])=[O:7].I[CH3:21]. The catalyst class is: 1. (4) Reactant: C[O:2][C:3](=[O:32])[CH2:4][CH2:5][C:6]1[CH:11]=[CH:10][C:9]([O:12][CH:13]([C:15]2[O:19][C:18]([C:20]3[CH:25]=[CH:24][C:23]([C:26]([F:29])([F:28])[F:27])=[CH:22][CH:21]=3)=[N:17][C:16]=2[CH3:30])[CH3:14])=[CH:8][C:7]=1[CH3:31].CO.[OH-].[Li+].Cl. Product: [CH3:31][C:7]1[CH:8]=[C:9]([O:12][CH:13]([C:15]2[O:19][C:18]([C:20]3[CH:21]=[CH:22][C:23]([C:26]([F:29])([F:28])[F:27])=[CH:24][CH:25]=3)=[N:17][C:16]=2[CH3:30])[CH3:14])[CH:10]=[CH:11][C:6]=1[CH2:5][CH2:4][C:3]([OH:32])=[O:2]. The catalyst class is: 20. (5) Reactant: [CH3:1][C:2]1[N:10]([C:11]([C:13]2[CH:14]=[CH:15][C:16]([Cl:19])=[CH:17][CH:18]=2)=[O:12])[C:9]2[CH:8]=[CH:7][C:6]([O:20][CH3:21])=[CH:5][C:4]=2[C:3]=1[CH2:22][C:23](O)=[O:24].[NH2:26][CH2:27][CH2:28][NH:29][C:30](=[O:36])[O:31][C:32]([CH3:35])([CH3:34])[CH3:33].C(Cl)CCl. Product: [Cl:19][C:16]1[CH:15]=[CH:14][C:13]([C:11]([N:10]2[C:9]3[C:4](=[CH:5][C:6]([O:20][CH3:21])=[CH:7][CH:8]=3)[C:3]([CH2:22][C:23]([NH:26][CH2:27][CH2:28][NH:29][C:30](=[O:36])[O:31][C:32]([CH3:33])([CH3:35])[CH3:34])=[O:24])=[C:2]2[CH3:1])=[O:12])=[CH:18][CH:17]=1. The catalyst class is: 2.